From a dataset of Reaction yield outcomes from USPTO patents with 853,638 reactions. Predict the reaction yield, written as a fraction of the theoretical maximum amount of product (1.0 means a 100% yield; for example, 0.34 means a 34% yield). (1) The catalyst is C(Cl)(Cl)Cl. The yield is 0.600. The product is [CH3:10][O:9][C:7](=[O:8])[C:6]([C:17]1[CH:16]=[CH:15][C:14]([S:19][CH3:20])=[C:13]([Cl:12])[CH:18]=1)=[O:11]. The reactants are [Cl-].[Cl-].[Cl-].[Al+3].Cl[C:6](=[O:11])[C:7]([O:9][CH3:10])=[O:8].[Cl:12][C:13]1[CH:18]=[CH:17][CH:16]=[CH:15][C:14]=1[S:19][CH3:20]. (2) The reactants are [Cl:1][C:2]1[CH:18]=[CH:17][C:16]([Cl:19])=[CH:15][C:3]=1[O:4][C:5]1[N:13]=[CH:12][C:11]([F:14])=[CH:10][C:6]=1[C:7]([OH:9])=O.[CH2:20](N(C(C)C)C(C)C)C.CN(C(ON1N=NC2C=CC=NC1=2)=[N+](C)C)C.F[P-](F)(F)(F)(F)F.[NH2:53][C:54]1[C:55]([O:60][CH3:61])=[N:56][CH:57]=[CH:58][CH:59]=1.[H-].[Na+].IC. The catalyst is CN(C=O)C. The product is [Cl:1][C:2]1[CH:18]=[CH:17][C:16]([Cl:19])=[CH:15][C:3]=1[O:4][C:5]1[N:13]=[CH:12][C:11]([F:14])=[CH:10][C:6]=1[C:7]([N:53]([C:54]1[C:55]([O:60][CH3:61])=[N:56][CH:57]=[CH:58][CH:59]=1)[CH3:20])=[O:9]. The yield is 0.200. (3) The reactants are [F:1][C:2]([F:24])([F:23])[C:3]1[CH:4]=[C:5]([C:13]2[N:17]=[CH:16][N:15](/[CH:18]=[CH:19]\[C:20](O)=[O:21])[N:14]=2)[CH:6]=[C:7]([C:9]([F:12])([F:11])[F:10])[CH:8]=1.[CH:25]12[CH:30]([NH:31][C:32](=[O:48])[O:33][CH2:34][CH:35]3[C:47]4[CH:46]=[CH:45][CH:44]=[CH:43][C:42]=4[C:41]4[C:36]3=[CH:37][CH:38]=[CH:39][CH:40]=4)[CH:29]1[CH2:28][NH:27][CH2:26]2.C(P1(=O)OP(CCC)(=O)OP(CCC)(=O)O1)CC.CCN(C(C)C)C(C)C. The catalyst is C(Cl)Cl. The product is [F:24][C:2]([F:1])([F:23])[C:3]1[CH:4]=[C:5]([C:13]2[N:17]=[CH:16][N:15](/[CH:18]=[CH:19]\[C:20]([N:27]3[CH2:26][CH:25]4[CH:29]([CH:30]4[NH:31][C:32](=[O:48])[O:33][CH2:34][CH:35]4[C:36]5[CH:37]=[CH:38][CH:39]=[CH:40][C:41]=5[C:42]5[C:47]4=[CH:46][CH:45]=[CH:44][CH:43]=5)[CH2:28]3)=[O:21])[N:14]=2)[CH:6]=[C:7]([C:9]([F:10])([F:11])[F:12])[CH:8]=1. The yield is 0.690. (4) The reactants are [C:1]([O:4][CH2:5][C:6]1[CH:11]=[C:10]([C:12]2[CH2:16][C:15]([C:21]3[CH:26]=[C:25]([Cl:27])[CH:24]=[C:23]([Cl:28])[CH:22]=3)([C:17]([F:20])([F:19])[F:18])[O:14][N:13]=2)[CH:9]=[CH:8][C:7]=1Br)(=[O:3])[CH3:2].[B:30]1([B:30]2[O:34][C:33]([CH3:36])([CH3:35])[C:32]([CH3:38])([CH3:37])[O:31]2)[O:34][C:33]([CH3:36])([CH3:35])[C:32]([CH3:38])([CH3:37])[O:31]1.CC([O-])=O.[K+]. The catalyst is O1CCOCC1.C1C=CC(P(C2C=CC=CC=2)[C-]2C=CC=C2)=CC=1.C1C=CC(P(C2C=CC=CC=2)[C-]2C=CC=C2)=CC=1.Cl[Pd]Cl.[Fe+2]. The product is [C:1]([O:4][CH2:5][C:6]1[CH:11]=[C:10]([C:12]2[CH2:16][C:15]([C:21]3[CH:26]=[C:25]([Cl:27])[CH:24]=[C:23]([Cl:28])[CH:22]=3)([C:17]([F:20])([F:19])[F:18])[O:14][N:13]=2)[CH:9]=[CH:8][C:7]=1[B:30]1[O:34][C:33]([CH3:36])([CH3:35])[C:32]([CH3:38])([CH3:37])[O:31]1)(=[O:3])[CH3:2]. The yield is 0.890.